From a dataset of Reaction yield outcomes from USPTO patents with 853,638 reactions. Predict the reaction yield, written as a fraction of the theoretical maximum amount of product (1.0 means a 100% yield; for example, 0.34 means a 34% yield). (1) The reactants are [F:1][C:2]([F:41])([F:40])[C:3]1[CH:4]=[C:5]([CH:33]=[C:34]([C:36]([F:39])([F:38])[F:37])[CH:35]=1)[CH2:6][N:7]([CH2:14][C:15]1[CH:20]=[C:19]([C:21]([F:24])([F:23])[F:22])[CH:18]=[CH:17][C:16]=1[CH:25]([CH:27]1[CH2:32][CH2:31][O:30][CH2:29][CH2:28]1)[OH:26])[C:8]1[N:9]=[N:10][N:11]([CH3:13])[N:12]=1.[H-].[Na+].I[CH2:45][CH3:46]. The catalyst is C1COCC1.CN(C=O)C. The product is [F:41][C:2]([F:40])([F:1])[C:3]1[CH:4]=[C:5]([CH:33]=[C:34]([C:36]([F:39])([F:37])[F:38])[CH:35]=1)[CH2:6][N:7]([CH2:14][C:15]1[CH:20]=[C:19]([C:21]([F:22])([F:23])[F:24])[CH:18]=[CH:17][C:16]=1[CH:25]([O:26][CH2:45][CH3:46])[CH:27]1[CH2:32][CH2:31][O:30][CH2:29][CH2:28]1)[C:8]1[N:9]=[N:10][N:11]([CH3:13])[N:12]=1. The yield is 0.540. (2) The reactants are [N:1]([CH2:4][C:5]1[N:6]=[N:7][C:8]([C:11]2[C:16]([F:17])=[CH:15][CH:14]=[CH:13][C:12]=2[F:18])=[CH:9][CH:10]=1)=[N+]=[N-].P(C)(C)C.[N:23]([C:26]1[CH:27]=[N:28][CH:29]=[CH:30][C:31]=1[C:32]1[CH2:37][CH2:36][N:35]([C:38]([O:40][C:41]([CH3:44])([CH3:43])[CH3:42])=[O:39])[CH2:34][CH:33]=1)=[C:24]=S. The catalyst is C1COCC1. The product is [F:18][C:12]1[CH:13]=[CH:14][CH:15]=[C:16]([F:17])[C:11]=1[C:8]1[CH:9]=[CH:10][C:5]2[N:6]([C:24]([NH:23][C:26]3[CH:27]=[N:28][CH:29]=[CH:30][C:31]=3[C:32]3[CH2:37][CH2:36][N:35]([C:38]([O:40][C:41]([CH3:44])([CH3:43])[CH3:42])=[O:39])[CH2:34][CH:33]=3)=[N:1][CH:4]=2)[N:7]=1. The yield is 0.600. (3) The yield is 0.930. The reactants are [O:1]1[C:5]2([CH2:10][CH2:9][CH:8]([N:11]3[C:16](=[O:17])[C:15]([CH2:18][C:19]4[CH:24]=[CH:23][C:22]([C:25]5[C:26]([C:31]#[N:32])=[CH:27][CH:28]=[CH:29][CH:30]=5)=[CH:21][C:20]=4[F:33])=[C:14]([CH2:34][CH2:35][CH3:36])[N:13]4[N:37]=[CH:38][N:39]=[C:12]34)[CH2:7][CH2:6]2)OCC1.Cl.O1CCC[CH2:42]1. The product is [F:33][C:20]1[CH:21]=[C:22]([C:25]2[C:26]([C:31]#[N:32])=[CH:27][CH:28]=[CH:29][CH:30]=2)[CH:23]=[CH:24][C:19]=1[CH2:18][C:15]1[C:16](=[O:17])[N:11]([C@H:8]2[CH2:7][CH2:6][C@H:5]([OH:1])[CH2:10][CH2:9]2)[C:12]2[N:13]([N:37]=[C:38]([CH3:42])[N:39]=2)[C:14]=1[CH2:34][CH2:35][CH3:36]. The catalyst is C(OCC)(=O)C. (4) The reactants are [C:1]1([CH2:14][N:15]([CH:28]2[C:37]3[N:36]=[CH:35][CH:34]=[CH:33][C:32]=3[CH2:31][CH2:30][CH2:29]2)[CH2:16][CH2:17][CH2:18][CH2:19][NH:20]C(=O)OC(C)(C)C)[C:6]2[NH:7][C:8]3[C:13]([C:5]=2[CH:4]=[CH:3][N:2]=1)=[CH:12][CH:11]=[CH:10][CH:9]=3.S(Cl)([Cl:40])=O. The catalyst is CO. The product is [ClH:40].[ClH:40].[ClH:40].[ClH:40].[C:1]1([CH2:14][N:15]([CH2:16][CH2:17][CH2:18][CH2:19][NH2:20])[CH:28]2[C:37]3[N:36]=[CH:35][CH:34]=[CH:33][C:32]=3[CH2:31][CH2:30][CH2:29]2)[C:6]2[NH:7][C:8]3[C:13]([C:5]=2[CH:4]=[CH:3][N:2]=1)=[CH:12][CH:11]=[CH:10][CH:9]=3. The yield is 0.800. (5) The reactants are Br[C:2]1[S:10][C:9]2[C:4](=[N:5][CH:6]=[CH:7][C:8]=2[O:11][C:12]2[CH:17]=[CH:16][C:15]([N+:18]([O-:20])=[O:19])=[CH:14][C:13]=2[F:21])[CH:3]=1.CC1(C)C(C)(C)OB([C:30]2[CH:35]=[CH:34][C:33]([S:36]([CH3:39])(=[O:38])=[O:37])=[CH:32][CH:31]=2)O1.[F-].[Cs+].C([O-])(O)=O.[Na+]. The catalyst is COCCOC.O.C1C=CC([P]([Pd]([P](C2C=CC=CC=2)(C2C=CC=CC=2)C2C=CC=CC=2)([P](C2C=CC=CC=2)(C2C=CC=CC=2)C2C=CC=CC=2)[P](C2C=CC=CC=2)(C2C=CC=CC=2)C2C=CC=CC=2)(C2C=CC=CC=2)C2C=CC=CC=2)=CC=1. The product is [F:21][C:13]1[CH:14]=[C:15]([N+:18]([O-:20])=[O:19])[CH:16]=[CH:17][C:12]=1[O:11][C:8]1[CH:7]=[CH:6][N:5]=[C:4]2[CH:3]=[C:2]([C:30]3[CH:35]=[CH:34][C:33]([S:36]([CH3:39])(=[O:38])=[O:37])=[CH:32][CH:31]=3)[S:10][C:9]=12. The yield is 0.180. (6) The reactants are Br[C:2]1[CH:11]=[CH:10][C:9]([Cl:12])=[CH:8][C:3]=1[C:4]([O:6][CH3:7])=[O:5].[C:13]([Si:15]([CH3:18])([CH3:17])[CH3:16])#[CH:14]. The catalyst is [Cu]I.CC([O-])=O.CC([O-])=O.[Pd+2].C1(P(C2C=CC=CC=2)C2C=CC=CC=2)C=CC=CC=1. The product is [Cl:12][C:9]1[CH:10]=[CH:11][C:2]([C:14]#[C:13][Si:15]([CH3:18])([CH3:17])[CH3:16])=[C:3]([CH:8]=1)[C:4]([O:6][CH3:7])=[O:5]. The yield is 1.02. (7) The reactants are CC(C)([O-])C.[K+].[Br-].C1([C:14]([PH3+])([C:21]2[CH:26]=[CH:25][CH:24]=[CH:23][CH:22]=2)[C:15]2[CH:20]=CC=CC=2)C=CC=CC=1.C1(C([N:37]2[CH:41]=[C:40]([C:42]3[C:43]4[CH:50]=[CH:49][N:48]([CH2:51][O:52][CH2:53][CH2:54][Si:55]([CH3:58])([CH3:57])[CH3:56])[C:44]=4[N:45]=[CH:46][N:47]=3)[CH:39]=[N:38]2)CC=O)CCCC1. The catalyst is C1COCC1. The product is [CH:26]1([CH:21]([N:37]2[CH:41]=[C:40]([C:42]3[C:43]4[CH:50]=[CH:49][N:48]([CH2:51][O:52][CH2:53][CH2:54][Si:55]([CH3:58])([CH3:57])[CH3:56])[C:44]=4[N:45]=[CH:46][N:47]=3)[CH:39]=[N:38]2)[CH2:14][CH:15]=[CH2:20])[CH2:25][CH2:24][CH2:23][CH2:22]1. The yield is 0.440.